From a dataset of Forward reaction prediction with 1.9M reactions from USPTO patents (1976-2016). Predict the product of the given reaction. (1) Given the reactants [F:1][C:2]1[C:10]([CH2:11][NH:12][C:13]([C:15]([CH3:18])([CH3:17])[CH3:16])=[O:14])=[CH:9][CH:8]=[C:7]([Cl:19])[C:3]=1[C:4]([OH:6])=O.[NH2:20][C:21]1[CH:22]=[CH:23][C:24]([O:37][CH2:38][CH:39]([F:41])[F:40])=[C:25]([CH:36]=1)[C:26]([NH:28][C:29]1[CH:34]=[CH:33][C:32]([Br:35])=[CH:31][CH:30]=1)=[O:27].CN(C(ON1N=NC2C=CC=NC1=2)=[N+](C)C)C.F[P-](F)(F)(F)(F)F, predict the reaction product. The product is: [F:41][CH:39]([F:40])[CH2:38][O:37][C:24]1[CH:23]=[CH:22][C:21]([NH:20][C:4](=[O:6])[C:3]2[C:7]([Cl:19])=[CH:8][CH:9]=[C:10]([CH2:11][NH:12][C:13]([C:15]([CH3:18])([CH3:17])[CH3:16])=[O:14])[C:2]=2[F:1])=[CH:36][C:25]=1[C:26]([NH:28][C:29]1[CH:34]=[CH:33][C:32]([Br:35])=[CH:31][CH:30]=1)=[O:27]. (2) Given the reactants [Br:1][C:2]1[CH:3]=[C:4]2[C:14](=[CH:15][CH:16]=1)[C@@:7]1([O:11][C:10](=[O:12])[NH:9][C:8]1=[O:13])[CH2:6][CH2:5]2.[O-:17][Mn](=O)(=O)=O.[K+], predict the reaction product. The product is: [Br:1][C:2]1[CH:3]=[C:4]2[C:14](=[CH:15][CH:16]=1)[C@@:7]1([O:11][C:10](=[O:12])[NH:9][C:8]1=[O:13])[CH2:6][C:5]2=[O:17]. (3) Given the reactants C([O:5][C:6](=[O:45])[C:7]1[CH:12]=[CH:11][C:10]([NH:13][C:14]([C@H:16]2[C@H:20]([C:21]3[CH:26]=[CH:25][CH:24]=[C:23]([Cl:27])[C:22]=3[F:28])[C@:19]([C:31]3[CH:36]=[CH:35][C:34]([Cl:37])=[CH:33][C:32]=3[F:38])([C:29]#[N:30])[C@H:18]([CH2:39][C:40]([CH3:43])([CH3:42])[CH3:41])[NH:17]2)=[O:15])=[CH:9][C:8]=1[F:44])(C)(C)C, predict the reaction product. The product is: [Cl:27][C:23]1[C:22]([F:28])=[C:21]([C@@H:20]2[C@:19]([C:31]3[CH:36]=[CH:35][C:34]([Cl:37])=[CH:33][C:32]=3[F:38])([C:29]#[N:30])[C@H:18]([CH2:39][C:40]([CH3:43])([CH3:42])[CH3:41])[NH:17][C@H:16]2[C:14]([NH:13][C:10]2[CH:11]=[CH:12][C:7]([C:6]([OH:45])=[O:5])=[C:8]([F:44])[CH:9]=2)=[O:15])[CH:26]=[CH:25][CH:24]=1. (4) Given the reactants S(Cl)(Cl)=O.[F:5][C:6]([F:23])([F:22])[C:7]([NH:9][C:10]1[CH:15]=[CH:14][C:13]([CH2:16][CH2:17][CH2:18][C:19](O)=[O:20])=[CH:12][CH:11]=1)=[O:8].[CH3:24][N:25](C=O)[CH3:26], predict the reaction product. The product is: [CH3:24][N:25]([CH3:26])[C:19](=[O:20])[CH2:18][CH2:17][CH2:16][C:13]1[CH:14]=[CH:15][C:10]([NH:9][C:7](=[O:8])[C:6]([F:23])([F:22])[F:5])=[CH:11][CH:12]=1. (5) Given the reactants [CH3:1][C:2]1[CH:3]=[CH:4][C:5]([O:12][CH3:13])=[C:6]([S:8](Cl)(=[O:10])=[O:9])[CH:7]=1.C([N:16](CC)CC)C.[NH2:21][C@@H:22]1[CH2:26][CH2:25][N:24]([C:27](OC(C)(C)C)=O)[CH2:23]1.CCN(C(C)C)C(C)C.BrC#N, predict the reaction product. The product is: [C:27]([N:24]1[CH2:25][CH2:26][C@@H:22]([NH:21][S:8]([C:6]2[CH:7]=[C:2]([CH3:1])[CH:3]=[CH:4][C:5]=2[O:12][CH3:13])(=[O:10])=[O:9])[CH2:23]1)#[N:16]. (6) The product is: [Cl:1][C:2]1[C:7]([N+:10]([O-:12])=[O:11])=[CH:6][N:5]=[C:4]([NH2:8])[C:3]=1[I:9]. Given the reactants [Cl:1][C:2]1[CH:7]=[CH:6][N:5]=[C:4]([NH2:8])[C:3]=1[I:9].[N+:10]([O-])([O-:12])=[O:11].[K+].[OH-].[NH4+], predict the reaction product. (7) Given the reactants [CH2:1]([C:8]1[CH:13]=[CH:12][CH:11]=[CH:10][N:9]=1)[C:2]1[CH:7]=[CH:6][CH:5]=[CH:4][CH:3]=1.C([Li])CCC.[C:19]1(=O)[C:27]2[C:22](=[CH:23][CH:24]=[CH:25][CH:26]=2)[CH2:21][CH2:20]1.Cl, predict the reaction product. The product is: [CH2:19]1[C:27]2[C:22](=[CH:23][CH:24]=[CH:25][CH:26]=2)[C:21]([C:3]2[CH:4]=[CH:5][CH:6]=[CH:7][C:2]=2[CH2:1][C:8]2[CH:13]=[CH:12][CH:11]=[CH:10][N:9]=2)=[CH:20]1. (8) The product is: [Br:3][C:4]1[CH:5]=[C:6]([C:7](=[N:1][OH:2])[NH2:8])[CH:9]=[CH:10][CH:11]=1. Given the reactants [NH2:1][OH:2].[Br:3][C:4]1[CH:5]=[C:6]([CH:9]=[CH:10][CH:11]=1)[C:7]#[N:8].C(=O)([O-])[O-].[K+].[K+], predict the reaction product. (9) Given the reactants [N+:1]([C:4]1[CH:9]=[C:8]([N+:10]([O-])=O)[CH:7]=[CH:6][C:5]=1[CH2:13][C:14]([O:16][C:17]([CH3:20])([CH3:19])[CH3:18])=[O:15])([O-])=O.[H][H].ClCCl.CO, predict the reaction product. The product is: [NH2:1][C:4]1[CH:9]=[C:8]([NH2:10])[CH:7]=[CH:6][C:5]=1[CH2:13][C:14]([O:16][C:17]([CH3:20])([CH3:19])[CH3:18])=[O:15]. (10) Given the reactants C1(S([N:10]2[C:14]3=[N:15][CH:16]=[C:17]([C:19]#[N:20])[CH:18]=[C:13]3[C:12]([C:21]3[CH:22]=[C:23]([CH:44]=[CH:45][CH:46]=3)[CH2:24][NH:25][C:26]([C:28]3[C:29](=[O:43])[N:30]([CH2:34][C:35]4[CH:40]=[CH:39][C:38]([F:41])=[C:37]([F:42])[CH:36]=4)[CH:31]=[CH:32][CH:33]=3)=[O:27])=[CH:11]2)(=O)=O)C=CC=CC=1.C(=O)([O-])[O-].[K+].[K+], predict the reaction product. The product is: [C:19]([C:17]1[CH:18]=[C:13]2[C:12]([C:21]3[CH:22]=[C:23]([CH:44]=[CH:45][CH:46]=3)[CH2:24][NH:25][C:26]([C:28]3[C:29](=[O:43])[N:30]([CH2:34][C:35]4[CH:40]=[CH:39][C:38]([F:41])=[C:37]([F:42])[CH:36]=4)[CH:31]=[CH:32][CH:33]=3)=[O:27])=[CH:11][NH:10][C:14]2=[N:15][CH:16]=1)#[N:20].